This data is from Catalyst prediction with 721,799 reactions and 888 catalyst types from USPTO. The task is: Predict which catalyst facilitates the given reaction. (1) Reactant: [F:1][C@H:2]1[C@H:7]2[N:8]=[C:9](SC)[O:10][C@H:6]2[CH2:5][C@H:4]([CH2:13][OH:14])[C@H:3]1[OH:15].Cl.[NH:17]1[CH2:20][CH2:19][CH2:18]1.C([O-])(O)=O.[Na+]. Product: [N:17]1([C:9]2[O:10][C@H:6]3[CH2:5][C@H:4]([CH2:13][OH:14])[C@@H:3]([OH:15])[C@@H:2]([F:1])[C@H:7]3[N:8]=2)[CH2:20][CH2:19][CH2:18]1. The catalyst class is: 14. (2) Reactant: Br[C:2]1[CH:11]=[C:10]2[C:5]([C:6]([OH:25])=[C:7]([C:14]([NH:16][CH2:17][C:18]([O:20]CCCC)=[O:19])=[O:15])[C:8](=[O:13])[N:9]2[CH3:12])=[CH:4][CH:3]=1.C(Cl)(Cl)Cl.CC(C1C=C(C(C)C)C(C2C=CC=CC=2P(C2CCCCC2)C2CCCCC2)=C(C(C)C)C=1)C.[NH:64]1[CH2:69][CH2:68][CH2:67][CH2:66][CH2:65]1.CC(C)([O-])C.[Na+]. Product: [OH:25][C:6]1[C:5]2[C:10](=[CH:11][C:2]([N:64]3[CH2:69][CH2:68][CH2:67][CH2:66][CH2:65]3)=[CH:3][CH:4]=2)[N:9]([CH3:12])[C:8](=[O:13])[C:7]=1[C:14]([NH:16][CH2:17][C:18]([OH:20])=[O:19])=[O:15]. The catalyst class is: 62. (3) Reactant: [CH3:1][O:2][C:3]1[CH:8]=[CH:7][CH:6]=[CH:5][C:4]=1/[CH:9]=[CH:10]/[S:11]([NH:14][C:15]1[CH:20]=[CH:19][CH:18]=[CH:17][C:16]=1[S:21]([NH2:24])(=[O:23])=[O:22])(=[O:13])=[O:12].[H][H]. Product: [CH3:1][O:2][C:3]1[CH:8]=[CH:7][CH:6]=[CH:5][C:4]=1[CH2:9][CH2:10][S:11]([NH:14][C:15]1[CH:20]=[CH:19][CH:18]=[CH:17][C:16]=1[S:21]([NH2:24])(=[O:23])=[O:22])(=[O:12])=[O:13]. The catalyst class is: 19. (4) Reactant: [C:1]([O:5][C:6](=[O:14])/[CH:7]=[CH:8]/[C:9]([O:11]CC)=[O:10])([CH3:4])([CH3:3])[CH3:2].[OH-].[Na+].[Li+].[Cl-].OS([O-])(=O)=O.[K+]. Product: [C:1]([O:5][C:6](=[O:14])/[CH:7]=[CH:8]/[C:9]([OH:11])=[O:10])([CH3:4])([CH3:2])[CH3:3]. The catalyst class is: 1. (5) Reactant: [C:1]1([CH:7]([CH2:12][C:13](O)=[O:14])[CH2:8][C:9](O)=[O:10])[CH:6]=[CH:5][CH:4]=[CH:3][CH:2]=1.[H-].[Al+3].[Li+].[H-].[H-].[H-].C(O)(C)C.Cl. Product: [C:1]1([CH:7]([CH2:8][CH2:9][OH:10])[CH2:12][CH2:13][OH:14])[CH:6]=[CH:5][CH:4]=[CH:3][CH:2]=1. The catalyst class is: 20. (6) The catalyst class is: 1. Product: [F:1][C:2]1[CH:3]=[CH:4][C:5]([O:6][CH:7]([CH2:13][OH:14])[CH2:8][OH:9])=[CH:18][CH:19]=1. Reactant: [F:1][C:2]1[CH:19]=[CH:18][C:5]([O:6][CH:7]([C:13](OCC)=[O:14])[C:8](OCC)=[O:9])=[CH:4][CH:3]=1.[H-].[Al+3].[Li+].[H-].[H-].[H-].O. (7) Reactant: [C:1]([O:5][C:6](=[O:21])[C@H:7]([CH2:16][CH2:17][C:18](O)=[O:19])[NH:8][C:9]([O:11][C:12]([CH3:15])([CH3:14])[CH3:13])=[O:10])([CH3:4])([CH3:3])[CH3:2].C(N(CC)CC)C.ClC(OCC)=O.[BH4-].[Na+].Cl. Product: [OH:19][CH2:18][CH2:17][CH2:16][C@H:7]([NH:8][C:9]([O:11][C:12]([CH3:15])([CH3:14])[CH3:13])=[O:10])[C:6]([O:5][C:1]([CH3:4])([CH3:2])[CH3:3])=[O:21]. The catalyst class is: 20.